Dataset: Full USPTO retrosynthesis dataset with 1.9M reactions from patents (1976-2016). Task: Predict the reactants needed to synthesize the given product. (1) Given the product [ClH:29].[ClH:29].[CH3:27][C@:18]1([NH:7][CH2:8][C:9]([N:11]2[CH2:12][CH2:13][N:14]([CH3:17])[CH2:15][CH2:16]2)=[O:10])[CH2:20][C@@H:19]1[C:21]1[CH:22]=[CH:23][CH:24]=[CH:25][CH:26]=1, predict the reactants needed to synthesize it. The reactants are: C(OC(=O)[N:7]([C@@:18]1([CH3:27])[CH2:20][C@@H:19]1[C:21]1[CH:26]=[CH:25][CH:24]=[CH:23][CH:22]=1)[CH2:8][C:9]([N:11]1[CH2:16][CH2:15][N:14]([CH3:17])[CH2:13][CH2:12]1)=[O:10])(C)(C)C.[ClH:29]. (2) Given the product [CH3:15][O:9][C:8](=[O:10])[CH2:7][C:5]1[O:4][N:3]=[C:2]([CH3:1])[CH:6]=1, predict the reactants needed to synthesize it. The reactants are: [CH3:1][C:2]1[CH:6]=[C:5]([CH2:7][C:8]([OH:10])=[O:9])[O:4][N:3]=1.S(Cl)(Cl)=O.[CH3:15]O. (3) Given the product [Br:1][CH2:2][CH2:3][O:4][C:5]1[CH:6]=[CH:7][C:8]([C:9]2([C:11]3[C:15]4[CH:16]=[C:17]([C:20]([O:22][CH3:23])=[O:21])[CH:18]=[CH:19][C:14]=4[O:13][C:12]=3[CH2:24][CH2:25][CH2:26][CH3:27])[O:32][CH2:31][CH2:30][O:10]2)=[CH:28][CH:29]=1, predict the reactants needed to synthesize it. The reactants are: [Br:1][CH2:2][CH2:3][O:4][C:5]1[CH:29]=[CH:28][C:8]([C:9]([C:11]2[C:15]3[CH:16]=[C:17]([C:20]([O:22][CH3:23])=[O:21])[CH:18]=[CH:19][C:14]=3[O:13][C:12]=2[CH2:24][CH2:25][CH2:26][CH3:27])=[O:10])=[CH:7][CH:6]=1.[CH2:30](O)[CH2:31][OH:32].C1(C)C=CC(S(O)(=O)=O)=CC=1.C1C=CC=CC=1. (4) The reactants are: C(N1C(C)=CC(OCC2C=CC=CC=2CNC(NC2N(C3C=CC=C(F)C=3)N=C(C(C)(C)C)C=2)=O)=C(Br)C1=O)C1C=CC=CC=1.C(N(CC)CC)C.C(C1C=C(NC(=O)OC2C=CC([N+]([O-])=O)=CC=2)N(C2C=CC(C)=CC=2)N=1)(C)(C)C.[Br:82][C:83]1[C:84](=[O:128])[N:85]([CH2:119][C:120]2[CH:125]=[CH:124][C:123](OC)=[CH:122][CH:121]=2)[C:86]([CH3:118])=[CH:87][C:88]=1[O:89][CH2:90][C:91]1[CH:117]=[CH:116][CH:115]=[CH:114][C:92]=1[CH2:93][NH:94][C:95]([NH:97][C:98]1[N:102]([C:103]2[CH:108]=[CH:107][C:106]([CH3:109])=[CH:105][CH:104]=2)[N:101]=[C:100]([C:110]([CH3:113])([CH3:112])[CH3:111])[CH:99]=1)=[O:96]. Given the product [CH2:119]([N:85]1[C:86]([CH3:118])=[CH:87][C:88]([O:89][CH2:90][C:91]2[CH:117]=[CH:116][CH:115]=[CH:114][C:92]=2[CH2:93][NH:94][C:95]([NH:97][C:98]2[N:102]([C:103]3[CH:104]=[CH:105][C:106]([CH3:109])=[CH:107][CH:108]=3)[N:101]=[C:100]([C:110]([CH3:111])([CH3:112])[CH3:113])[CH:99]=2)=[O:96])=[C:83]([Br:82])[C:84]1=[O:128])[C:120]1[CH:125]=[CH:124][CH:123]=[CH:122][CH:121]=1, predict the reactants needed to synthesize it. (5) The reactants are: C(OC(=O)[NH:10][C:11]1[C:12]([F:46])=[C:13]2[C:17](=[CH:18][CH:19]=1)[N:16]([C:20]([C:33]1[CH:38]=[CH:37][CH:36]=[CH:35][CH:34]=1)([C:27]1[CH:32]=[CH:31][CH:30]=[CH:29][CH:28]=1)[C:21]1[CH:26]=[CH:25][CH:24]=[CH:23][CH:22]=1)[N:15]=[C:14]2[C:39]1[CH:44]=[CH:43][CH:42]=[C:41]([F:45])[CH:40]=1)C1C=CC=CC=1. Given the product [F:46][C:12]1[C:11]([NH2:10])=[CH:19][CH:18]=[C:17]2[C:13]=1[C:14]([C:39]1[CH:44]=[CH:43][CH:42]=[C:41]([F:45])[CH:40]=1)=[N:15][N:16]2[C:20]([C:27]1[CH:28]=[CH:29][CH:30]=[CH:31][CH:32]=1)([C:33]1[CH:38]=[CH:37][CH:36]=[CH:35][CH:34]=1)[C:21]1[CH:22]=[CH:23][CH:24]=[CH:25][CH:26]=1, predict the reactants needed to synthesize it. (6) Given the product [CH3:1][O:2][C:3]([CH:5]1[CH2:10][CH2:9][CH2:8][N:7]2[C:11]([C:22]3[CH:27]=[CH:26][N:25]=[C:24]([NH:40][C@H:33]([C:34]4[CH:39]=[CH:38][CH:37]=[CH:36][CH:35]=4)[CH3:32])[N:23]=3)=[C:12]([C:15]3[CH:20]=[CH:19][C:18]([F:21])=[CH:17][CH:16]=3)[C:13](=[O:14])[N:6]12)=[O:4], predict the reactants needed to synthesize it. The reactants are: [CH3:1][O:2][C:3]([CH:5]1[CH2:10][CH2:9][CH2:8][N:7]2[C:11]([C:22]3[N:23](S(C)(=O)=O)[CH2:24][N:25]=[CH:26][CH:27]=3)=[C:12]([C:15]3[CH:20]=[CH:19][C:18]([F:21])=[CH:17][CH:16]=3)[C:13](=[O:14])[N:6]12)=[O:4].[CH3:32][C@H:33]([NH2:40])[C:34]1[CH:39]=[CH:38][CH:37]=[CH:36][CH:35]=1. (7) Given the product [Cl:22][C:23]1[CH:28]=[CH:27][C:26]([CH2:29][O:18][C:15]2[CH:16]=[CH:17][N:12]([C:9]3[CH:10]=[CH:11][C:6]4[N:7]([C:20]([CH3:21])=[C:4]([CH:1]5[CH2:3][CH2:2]5)[N:5]=4)[CH:8]=3)[C:13](=[O:19])[CH:14]=2)=[CH:25][C:24]=1[F:31], predict the reactants needed to synthesize it. The reactants are: [CH:1]1([C:4]2[N:5]=[C:6]3[CH:11]=[CH:10][C:9]([N:12]4[CH:17]=[CH:16][C:15]([OH:18])=[CH:14][C:13]4=[O:19])=[CH:8][N:7]3[C:20]=2[CH3:21])[CH2:3][CH2:2]1.[Cl:22][C:23]1[CH:28]=[CH:27][C:26]([CH2:29]O)=[CH:25][C:24]=1[F:31].C(P(CCCC)CCCC)CCC.N(C(N1CCCCC1)=O)=NC(N1CCCCC1)=O. (8) Given the product [O:18]1[C:19]2[CH:25]=[CH:24][CH:23]=[CH:22][C:20]=2[N:21]=[C:17]1[C:14]1[CH:15]=[CH:16][C:10]2[N:9]([CH2:8][CH2:7][C:1]3[CH:2]=[CH:3][CH:4]=[CH:5][CH:6]=3)[C:28]([CH3:29])=[N:12][C:11]=2[CH:13]=1, predict the reactants needed to synthesize it. The reactants are: [C:1]1([CH2:7][CH2:8][NH:9][C:10]2[CH:16]=[CH:15][C:14]([C:17]3[O:18][C:19]4[CH:25]=[CH:24][CH:23]=[CH:22][C:20]=4[N:21]=3)=[CH:13][C:11]=2[NH2:12])[CH:6]=[CH:5][CH:4]=[CH:3][CH:2]=1.CO[C:28](OC)(OC)[CH3:29]. (9) Given the product [ClH:18].[CH2:1]([N:8]1[C:16]2[C:11](=[CH:12][C:13]([NH:17][C:19]3[C:28]4[C:23](=[CH:24][CH:25]=[C:26]([C:29]5[O:30][C:31]([C:34]([F:37])([F:35])[F:36])=[N:32][N:33]=5)[CH:27]=4)[N:22]=[CH:21][N:20]=3)=[CH:14][CH:15]=2)[CH:10]=[N:9]1)[C:2]1[CH:3]=[CH:4][CH:5]=[CH:6][CH:7]=1, predict the reactants needed to synthesize it. The reactants are: [CH2:1]([N:8]1[C:16]2[C:11](=[CH:12][C:13]([NH2:17])=[CH:14][CH:15]=2)[CH:10]=[N:9]1)[C:2]1[CH:7]=[CH:6][CH:5]=[CH:4][CH:3]=1.[Cl:18][C:19]1[C:28]2[C:23](=[CH:24][CH:25]=[C:26]([C:29]3[O:30][C:31]([C:34]([F:37])([F:36])[F:35])=[N:32][N:33]=3)[CH:27]=2)[N:22]=[CH:21][N:20]=1. (10) Given the product [NH2:25][C:6]1[CH:5]=[C:4]([CH2:3][O:2][CH3:1])[CH:9]=[CH:8][C:7]=1[CH:10]([C:11]([O:13][C:14]([CH3:17])([CH3:16])[CH3:15])=[O:12])[C:18]([O:20][C:21]([CH3:22])([CH3:23])[CH3:24])=[O:19], predict the reactants needed to synthesize it. The reactants are: [CH3:1][O:2][CH2:3][C:4]1[CH:9]=[CH:8][C:7]([CH:10]([C:18]([O:20][C:21]([CH3:24])([CH3:23])[CH3:22])=[O:19])[C:11]([O:13][C:14]([CH3:17])([CH3:16])[CH3:15])=[O:12])=[C:6]([N+:25]([O-])=O)[CH:5]=1.